Dataset: Forward reaction prediction with 1.9M reactions from USPTO patents (1976-2016). Task: Predict the product of the given reaction. (1) Given the reactants Br[C:2]1[CH:10]=[CH:9][C:5]([CH2:6][CH2:7][OH:8])=[CH:4][CH:3]=1.P([C:12]([CH3:15])([CH3:14])[CH3:13])([C:12]([CH3:15])([CH3:14])[CH3:13])[C:12]([CH3:15])([CH3:14])[CH3:13].CN([CH:27]=[O:28])C.[OH2:29], predict the reaction product. The product is: [CH3:27][O:28][C:13](=[O:29])[C:12]([C:2]1[CH:10]=[CH:9][C:5]([CH2:6][CH2:7][OH:8])=[CH:4][CH:3]=1)([CH3:15])[CH3:14]. (2) Given the reactants [Cl:1]C1C=CC=C2C=1C=C(S(O)(=O)=O)C=C2.N[C:17]1[CH:26]=[CH:25][C:24]([Br:27])=[C:23]2[C:18]=1[CH:19]=[CH:20][C:21]([S:28]([OH:31])(=[O:30])=[O:29])=[CH:22]2, predict the reaction product. The product is: [Br:27][C:24]1[CH:25]=[CH:26][C:17]([Cl:1])=[C:18]2[C:23]=1[CH:22]=[C:21]([S:28]([OH:31])(=[O:30])=[O:29])[CH:20]=[CH:19]2. (3) Given the reactants [C:1]([C:3]1[C:11]([CH3:12])=[CH:10][CH:9]=[CH:8][C:4]=1[C:5]([OH:7])=[O:6])#[N:2].[CH3:13][Si](Cl)(C)C, predict the reaction product. The product is: [C:1]([C:3]1[C:11]([CH3:12])=[CH:10][CH:9]=[CH:8][C:4]=1[C:5]([O:7][CH3:13])=[O:6])#[N:2].